From a dataset of NCI-60 drug combinations with 297,098 pairs across 59 cell lines. Regression. Given two drug SMILES strings and cell line genomic features, predict the synergy score measuring deviation from expected non-interaction effect. Drug 1: CN(C)N=NC1=C(NC=N1)C(=O)N. Drug 2: C1CN(P(=O)(OC1)NCCCl)CCCl. Cell line: MCF7. Synergy scores: CSS=-6.25, Synergy_ZIP=0.131, Synergy_Bliss=-6.95, Synergy_Loewe=-8.22, Synergy_HSA=-7.79.